This data is from Forward reaction prediction with 1.9M reactions from USPTO patents (1976-2016). The task is: Predict the product of the given reaction. (1) Given the reactants [F:1][C:2]([F:28])([F:27])[C:3]1[CH:26]=[CH:25][C:6]2[N:7]([CH2:17][O:18][CH2:19][CH2:20][Si:21]([CH3:24])([CH3:23])[CH3:22])[C:8]([CH2:10][CH:11]3[CH2:14][CH:13]([CH:15]=O)[CH2:12]3)=[N:9][C:5]=2[CH:4]=1.[NH2:29][C:30]1[C:31]2[CH:38]=[CH:37][N:36]([C@@H:39]3[CH2:43][C@H:42]([CH2:44][NH2:45])[C@@H:41]([OH:46])[C@H:40]3[OH:47])[C:32]=2[N:33]=[CH:34][N:35]=1.[O-]S([O-])(=O)=O.[Mg+2].[C:54]([O-])(O)=O.[Na+].Cl[CH2:60][CH2:61]Cl, predict the reaction product. The product is: [CH3:54][C:60]1([CH3:61])[O:46][C@@H:41]2[C@@H:42]([CH2:44][NH:45][CH2:15][CH:13]3[CH2:14][CH:11]([CH2:10][C:8]4[N:7]([CH2:17][O:18][CH2:19][CH2:20][Si:21]([CH3:22])([CH3:23])[CH3:24])[C:6]5[CH:25]=[CH:26][C:3]([C:2]([F:28])([F:1])[F:27])=[CH:4][C:5]=5[N:9]=4)[CH2:12]3)[CH2:43][C@@H:39]([N:36]3[C:32]4[N:33]=[CH:34][N:35]=[C:30]([NH2:29])[C:31]=4[CH:38]=[CH:37]3)[C@@H:40]2[O:47]1. (2) Given the reactants [NH:1]1[C:9]2[C:4](=[CH:5][CH:6]=[CH:7][CH:8]=2)[C:3]2([CH2:14][CH2:13][CH:12]([CH2:15][NH2:16])[CH2:11][CH2:10]2)[CH2:2]1.CCN(CC)CC.Cl[C:25]1[C:30]([N+:31]([O-:33])=[O:32])=[C:29]([CH3:34])[CH:28]=[CH:27][N:26]=1, predict the reaction product. The product is: [NH:1]1[C:9]2[C:4](=[CH:5][CH:6]=[CH:7][CH:8]=2)[C:3]2([CH2:14][CH2:13][CH:12]([CH2:15][NH:16][C:25]3[C:30]([N+:31]([O-:33])=[O:32])=[C:29]([CH3:34])[CH:28]=[CH:27][N:26]=3)[CH2:11][CH2:10]2)[CH2:2]1. (3) The product is: [CH:16]1([CH2:15][C@H:11]([CH2:10][N:9]([CH:21]=[O:22])[OH:8])[C:12]([NH:55][C@H:50]([C:49]([N:46]2[CH2:47][CH2:48][CH:43]([NH:33][CH2:34][C:35]3[CH:36]=[CH:37][CH:38]=[CH:41][N:42]=3)[CH2:44][CH2:45]2)=[O:56])[C:51]([CH3:54])([CH3:53])[CH3:52])=[O:14])[CH2:17][CH2:18][CH2:19][CH2:20]1. Given the reactants C([O:8][N:9]([CH:21]=[O:22])[CH2:10][C@@H:11]([CH2:15][CH:16]1[CH2:20][CH2:19][CH2:18][CH2:17]1)[C:12]([OH:14])=O)C1C=CC=CC=1.Cl.C(OC(=O)[N:33]([CH:43]1[CH2:48][CH2:47][N:46]([C:49](=[O:56])[C@@H:50]([NH2:55])[C:51]([CH3:54])([CH3:53])[CH3:52])[CH2:45][CH2:44]1)[CH2:34][C:35]1C=C[C:38]([C:41]#[N:42])=[CH:37][CH:36]=1)C1C=CC=CC=1, predict the reaction product.